This data is from Catalyst prediction with 721,799 reactions and 888 catalyst types from USPTO. The task is: Predict which catalyst facilitates the given reaction. (1) The catalyst class is: 27. Reactant: [CH3:1][O:2][C:3]([C:5]#[C:6][C:7]([O:9][CH3:10])=[O:8])=[O:4].[CH3:11][NH:12][NH2:13]. Product: [CH3:1][O:2][C:3](=[O:4])/[C:5](/[N:12]([CH3:11])[NH2:13])=[CH:6]\[C:7]([O:9][CH3:10])=[O:8]. (2) Reactant: Cl.[NH2:2][CH:3]([C:8]1[CH:13]=[CH:12][CH:11]=[CH:10][CH:9]=1)[C:4](OC)=[O:5].[OH-].[NH4+:15]. Product: [NH2:2][CH:3]([C:8]1[CH:13]=[CH:12][CH:11]=[CH:10][CH:9]=1)[C:4]([NH2:15])=[O:5]. The catalyst class is: 6. (3) Reactant: [C:1]1([C:7]([C:27]2[CH:32]=[CH:31][CH:30]=[CH:29][CH:28]=2)([C:21]2[CH:26]=[CH:25][CH:24]=[CH:23][CH:22]=2)[S:8][CH2:9][CH2:10][C:11](ON2C(=O)CCC2=O)=[O:12])[CH:6]=[CH:5][CH:4]=[CH:3][CH:2]=1.[NH2:33][C:34]1[C:43]2[N:44]=[C:45]([CH2:56][O:57][CH2:58][CH3:59])[N:46]([CH2:47][C:48]([NH:51][S:52]([CH3:55])(=[O:54])=[O:53])([CH3:50])[CH3:49])[C:42]=2[C:41]2[CH:40]=[CH:39][C:38]([OH:60])=[CH:37][C:36]=2[N:35]=1. Product: [NH2:33][C:34]1[C:43]2[N:44]=[C:45]([CH2:56][O:57][CH2:58][CH3:59])[N:46]([CH2:47][C:48]([CH3:50])([NH:51][S:52]([CH3:55])(=[O:54])=[O:53])[CH3:49])[C:42]=2[C:41]2[CH:40]=[CH:39][C:38]([O:60][CH2:37][CH2:36][CH2:41][CH2:42][CH2:43][CH2:34][NH:33][C:11](=[O:12])[CH2:10][CH2:9][S:8][C:7]([C:21]3[CH:26]=[CH:25][CH:24]=[CH:23][CH:22]=3)([C:1]3[CH:6]=[CH:5][CH:4]=[CH:3][CH:2]=3)[C:27]3[CH:28]=[CH:29][CH:30]=[CH:31][CH:32]=3)=[CH:37][C:36]=2[N:35]=1. The catalyst class is: 39. (4) Reactant: [F:1][C:2]1[CH:7]=[C:6]([F:8])[C:5]([F:9])=[CH:4][C:3]=1[CH2:10][C:11](O)=[O:12].[H-].[H-].[H-].[H-].[Li+].[Al+3]. Product: [F:1][C:2]1[CH:7]=[C:6]([F:8])[C:5]([F:9])=[CH:4][C:3]=1[CH2:10][CH2:11][OH:12]. The catalyst class is: 1. (5) Reactant: Cl.[NH2:2][C:3]1[N:7]([C:8]2[CH:13]=[CH:12][C:11]([CH3:14])=[CH:10][CH:9]=2)[N:6]=[C:5]([C:15]([CH3:18])([CH3:17])[CH3:16])[CH:4]=1.O.[OH-].[Na+].Cl[C:23]([O:25][CH2:26][C:27]([Cl:30])([Cl:29])[Cl:28])=[O:24]. Product: [Cl:28][C:27]([Cl:30])([Cl:29])[CH2:26][O:25][C:23]([NH:2][C:3]1[N:7]([C:8]2[CH:13]=[CH:12][C:11]([CH3:14])=[CH:10][CH:9]=2)[N:6]=[C:5]([C:15]([CH3:18])([CH3:17])[CH3:16])[CH:4]=1)=[O:24]. The catalyst class is: 25. (6) Reactant: [CH3:1][CH:2]1[CH2:6][CH2:5][CH2:4][CH:3]1[C:7]([OH:9])=O.[CH3:10][Li].Cl. Product: [CH3:1][CH:2]1[CH2:6][CH2:5][CH2:4][CH:3]1[C:7](=[O:9])[CH3:10]. The catalyst class is: 28. (7) Reactant: F[C:2]1[N:6]([CH3:7])[N:5]=[C:4]([C:8]([F:14])([F:13])[C:9]([F:12])([F:11])[F:10])[C:3]=1[C:15]([F:18])([F:17])[F:16].[C-:19]#[N:20].[Na+].O.C(OCC)C. Product: [C:19]([C:2]1[N:6]([CH3:7])[N:5]=[C:4]([C:8]([F:14])([F:13])[C:9]([F:12])([F:11])[F:10])[C:3]=1[C:15]([F:18])([F:17])[F:16])#[N:20]. The catalyst class is: 10.